Dataset: Full USPTO retrosynthesis dataset with 1.9M reactions from patents (1976-2016). Task: Predict the reactants needed to synthesize the given product. (1) Given the product [Cl:8][C:5]1[N:6]=[CH:7][C:2]([N:1]([CH:19]2[CH2:18][CH2:17][NH:16][CH2:21][CH2:20]2)[CH2:24][C:25]2[CH:29]=[CH:28][S:27][CH:26]=2)=[CH:3][CH:4]=1, predict the reactants needed to synthesize it. The reactants are: [NH2:1][C:2]1[CH:3]=[CH:4][C:5]([Cl:8])=[N:6][CH:7]=1.C([N:16]1[CH2:21][CH2:20][C:19](=O)[CH2:18][CH2:17]1)(OC(C)(C)C)=O.Br[CH2:24][C:25]1[CH:29]=[CH:28][S:27][CH:26]=1. (2) Given the product [F:1][C:2]1[CH:3]=[CH:4][C:5]2[N:9]=[C:8]([CH3:10])[N:7]([C:11]3[C:12]([CH3:33])=[C:13]([CH:30]=[CH:31][CH:32]=3)[CH2:14][NH:15][C:16]3[CH:29]=[CH:28][C:19]4[C@H:20]([CH2:23][C:24]([OH:26])=[O:25])[CH2:21][O:22][C:18]=4[CH:17]=3)[C:6]=2[CH:34]=1, predict the reactants needed to synthesize it. The reactants are: [F:1][C:2]1[CH:3]=[CH:4][C:5]2[N:9]=[C:8]([CH3:10])[N:7]([C:11]3[C:12]([CH3:33])=[C:13]([CH:30]=[CH:31][CH:32]=3)[CH2:14][NH:15][C:16]3[CH:29]=[CH:28][C:19]4[C@H:20]([CH2:23][C:24]([O:26]C)=[O:25])[CH2:21][O:22][C:18]=4[CH:17]=3)[C:6]=2[CH:34]=1.[OH-].[Na+].O. (3) Given the product [O:8]1[CH:9]=[CH:10][CH:11]=[C:7]1[C:5]1[N:15]([C:17]2[CH:25]=[CH:24][CH:23]=[CH:22][C:18]=2[C:19]([OH:21])=[O:20])[N:16]=[C:3]([C:2]([F:14])([F:13])[F:1])[CH:4]=1, predict the reactants needed to synthesize it. The reactants are: [F:1][C:2]([F:14])([F:13])[C:3](=O)[CH2:4][C:5]([C:7]1[O:8][CH:9]=[CH:10][CH:11]=1)=O.[NH:15]([C:17]1[CH:25]=[CH:24][CH:23]=[CH:22][C:18]=1[C:19]([OH:21])=[O:20])[NH2:16]. (4) Given the product [CH2:1]([O:3][C:4]1[CH:9]=[CH:8][C:7]([CH:10]2[CH2:19][CH2:18][C:13]3([O:14][CH2:15][CH2:16][O:17]3)[CH2:12][CH:11]2[OH:24])=[C:6]([F:20])[C:5]=1[F:21])[CH3:2], predict the reactants needed to synthesize it. The reactants are: [CH2:1]([O:3][C:4]1[CH:9]=[CH:8][C:7]([C:10]2[CH2:19][CH2:18][C:13]3([O:17][CH2:16][CH2:15][O:14]3)[CH2:12][CH:11]=2)=[C:6]([F:20])[C:5]=1[F:21])[CH3:2].C([OH:24])C.[OH-].[Na+].OO. (5) Given the product [Cl:1][C:2]1[N:7]=[C:6]([C:8]2[C:9]([C:10]3[CH:11]=[C:12]([NH:16][C:17](=[O:22])[C:18]([F:19])([F:20])[F:21])[CH:13]=[CH:14][CH:15]=3)=[N:27][N:28]3[CH:29]=[C:30]([F:34])[CH:31]=[CH:32][C:33]=23)[CH:5]=[CH:4][N:3]=1, predict the reactants needed to synthesize it. The reactants are: [Cl:1][C:2]1[N:7]=[C:6]([CH:8]=[CH:9][C:10]2[CH:11]=[C:12]([NH:16][C:17](=[O:22])[C:18]([F:21])([F:20])[F:19])[CH:13]=[CH:14][CH:15]=2)[CH:5]=[CH:4][N:3]=1.[N+]([O-])([O-])=O.[NH2:27][N+:28]1[CH:33]=[CH:32][CH:31]=[C:30]([F:34])[CH:29]=1.C([O-])([O-])=O.[K+].[K+].[Li+].[Cl-].